Dataset: Reaction yield outcomes from USPTO patents with 853,638 reactions. Task: Predict the reaction yield, written as a fraction of the theoretical maximum amount of product (1.0 means a 100% yield; for example, 0.34 means a 34% yield). (1) The reactants are [CH3:1][C:2]1[N:7]=[CH:6][C:5]([C:8]([NH:10][C:11]2[C:12]([C:22]([OH:24])=O)=[N:13][N:14]([CH:16]3[CH2:21][CH2:20][CH2:19][CH2:18][O:17]3)[CH:15]=2)=[O:9])=[CH:4][CH:3]=1.CC([CH2:28][CH2:29][NH2:30])C.CCN=C=N[CH2:36][CH2:37][CH2:38]N(C)C.C1C=CC2N([OH:51])N=NC=2C=1.C(=O)([O-])O.[Na+]. The catalyst is CN(C=O)C. The product is [CH:37]([O:51][CH2:28][CH2:29][NH:30][C:22]([C:12]1[C:11]([NH:10][C:8](=[O:9])[C:5]2[CH:4]=[CH:3][C:2]([CH3:1])=[N:7][CH:6]=2)=[CH:15][N:14]([CH:16]2[CH2:21][CH2:20][CH2:19][CH2:18][O:17]2)[N:13]=1)=[O:24])([CH3:38])[CH3:36]. The yield is 0.960. (2) The reactants are [Cl:1][C:2]1[O:6][C:5]([CH2:7][C:8]2[CH:15]=[CH:14][C:11]([CH2:12]N)=[CH:10][CH:9]=2)=[CH:4][CH:3]=1.C(O)(=[O:18])C.N([O-])=O.[Na+].C(=O)([O-])[O-].[K+].[K+]. The catalyst is C(OCC)(=O)C.O. The product is [Cl:1][C:2]1[O:6][C:5]([CH2:7][C:8]2[CH:15]=[CH:14][C:11]([CH2:12][OH:18])=[CH:10][CH:9]=2)=[CH:4][CH:3]=1. The yield is 0.440. (3) The reactants are [Cl:1][C:2]1[CH:10]=[CH:9][C:5]([C:6]([NH2:8])=[O:7])=[C:4]([OH:11])[CH:3]=1.N1C=CC=CC=1.Cl[C:19](OCC)=[O:20]. The catalyst is C(#N)C. The product is [Cl:1][C:2]1[CH:10]=[CH:9][C:5]2[C:6](=[O:7])[NH:8][C:19](=[O:20])[O:11][C:4]=2[CH:3]=1. The yield is 0.830.